From a dataset of Reaction yield outcomes from USPTO patents with 853,638 reactions. Predict the reaction yield, written as a fraction of the theoretical maximum amount of product (1.0 means a 100% yield; for example, 0.34 means a 34% yield). (1) The reactants are [NH2:1][C:2]1[CH:7]=[CH:6][CH:5]=[C:4]([Br:8])[N:3]=1.[Br:9]N1C(=O)CCC1=O.O. The yield is 0.860. The product is [Br:9][C:5]1[CH:6]=[CH:7][C:2]([NH2:1])=[N:3][C:4]=1[Br:8]. The catalyst is CN(C)C=O. (2) No catalyst specified. The product is [C:36]1([CH:35]([SH+:42][C:43]2[CH:48]=[CH:47][CH:46]=[CH:45][CH:44]=2)[C:29]2[CH:34]=[CH:33][CH:32]=[CH:31][CH:30]=2)[CH:37]=[CH:38][CH:39]=[CH:40][CH:41]=1.[F:19][C:13]([F:18])([S:14]([OH:17])(=[O:16])=[O:15])[CH2:12][O:11][C:9](=[O:10])[CH2:8][C:2]1[CH:7]=[CH:6][CH:5]=[CH:4][CH:3]=1. The reactants are [Na+].[C:2]1([CH2:8][C:9]([O:11][CH2:12][C:13]([F:19])([F:18])[S:14]([O-:17])(=[O:16])=[O:15])=[O:10])[CH:7]=[CH:6][CH:5]=[CH:4][CH:3]=1.[Na].FC(F)(F)S([O-])(=O)=O.[C:29]1([CH:35]([SH+:42][C:43]2[CH:48]=[CH:47][CH:46]=[CH:45][CH:44]=2)[C:36]2[CH:41]=[CH:40][CH:39]=[CH:38][CH:37]=2)[CH:34]=[CH:33][CH:32]=[CH:31][CH:30]=1. The yield is 0.995. (3) The reactants are C[O:2][C:3]([C:5]1[N:13]([CH:14]2[CH2:16][CH2:15]2)[C:12]2[CH:11]=[CH:10][N:9]=[CH:8][C:7]=2[C:6]=1[NH:17][C:18]1[CH:23]=[CH:22][C:21]([I:24])=[CH:20][C:19]=1[F:25])=[O:4].[OH-].[Na+]. The catalyst is C1COCC1.CO.O. The product is [CH:14]1([N:13]2[C:12]3[CH:11]=[CH:10][N:9]=[CH:8][C:7]=3[C:6]([NH:17][C:18]3[CH:23]=[CH:22][C:21]([I:24])=[CH:20][C:19]=3[F:25])=[C:5]2[C:3]([OH:4])=[O:2])[CH2:15][CH2:16]1. The yield is 0.774. (4) The product is [O:34]=[C:5]1[NH:4][C:8]2[CH:9]=[CH:10][C:11]([CH:13]([C:15]3[CH:19]=[CH:18][N:17]([C:20]4[N:25]=[CH:24][C:23]([CH2:26][O:27][CH2:28][C:29]([O:31][CH2:32][CH3:33])=[O:30])=[CH:22][CH:21]=4)[N:16]=3)[CH3:14])=[CH:12][C:7]=2[S:6]1. The reactants are COC[N:4]1[C:8]2[CH:9]=[CH:10][C:11]([CH:13]([C:15]3[CH:19]=[CH:18][N:17]([C:20]4[N:25]=[CH:24][C:23]([CH2:26][O:27][CH2:28][C:29]([O:31][CH2:32][CH3:33])=[O:30])=[CH:22][CH:21]=4)[N:16]=3)[CH3:14])=[CH:12][C:7]=2[S:6][C:5]1=[O:34]. The yield is 0.600. The catalyst is FC(F)(F)C(O)=O. (5) The reactants are Br[C:2]1[CH:3]=[N:4][C:5]2[N:6]([N:8]=[C:9]([C:21]([CH3:24])([CH3:23])[CH3:22])[C:10]=2[CH2:11][N:12]2[CH2:16][CH:15]([CH2:17][CH2:18][CH3:19])[CH2:14][C:13]2=[O:20])[CH:7]=1.[CH:25]1(B(O)O)[CH2:27][CH2:26]1.[O-]P([O-])([O-])=O.[K+].[K+].[K+]. The catalyst is COCCOC.O.C1C=CC([P]([Pd]([P](C2C=CC=CC=2)(C2C=CC=CC=2)C2C=CC=CC=2)([P](C2C=CC=CC=2)(C2C=CC=CC=2)C2C=CC=CC=2)[P](C2C=CC=CC=2)(C2C=CC=CC=2)C2C=CC=CC=2)(C2C=CC=CC=2)C2C=CC=CC=2)=CC=1.C1(P(C2C=CC=CC=2)C2C=CC=CC=2)C=CC=CC=1. The product is [C:21]([C:9]1[C:10]([CH2:11][N:12]2[CH2:16][CH:15]([CH2:17][CH2:18][CH3:19])[CH2:14][C:13]2=[O:20])=[C:5]2[N:4]=[CH:3][C:2]([CH:25]3[CH2:27][CH2:26]3)=[CH:7][N:6]2[N:8]=1)([CH3:24])([CH3:23])[CH3:22]. The yield is 0.250.